Dataset: Forward reaction prediction with 1.9M reactions from USPTO patents (1976-2016). Task: Predict the product of the given reaction. Given the reactants [F:1][C:2]1[CH:3]=[C:4]([CH:16]=[CH:17][C:18]=1[F:19])[CH2:5][N:6]1[CH:11]=[CH:10][N:9]=[C:8]([C:12]([OH:14])=O)[C:7]1=[O:15].CN(C(ON1N=NC2C=CC=NC1=2)=[N+](C)C)C.F[P-](F)(F)(F)(F)F.C(N(CC)C(C)C)(C)C.[NH2:53][C@H:54]([C:67]1[CH:72]=[CH:71][CH:70]=[CH:69][CH:68]=1)[CH2:55][O:56][C:57]1[CH:66]=[CH:65][C:60]2[NH:61][C:62](=[O:64])[NH:63][C:59]=2[CH:58]=1.[NH4+].[Cl-], predict the reaction product. The product is: [F:1][C:2]1[CH:3]=[C:4]([CH:16]=[CH:17][C:18]=1[F:19])[CH2:5][N:6]1[CH:11]=[CH:10][N:9]=[C:8]([C:12]([NH:53][C@H:54]([C:67]2[CH:72]=[CH:71][CH:70]=[CH:69][CH:68]=2)[CH2:55][O:56][C:57]2[CH:66]=[CH:65][C:60]3[NH:61][C:62](=[O:64])[NH:63][C:59]=3[CH:58]=2)=[O:14])[C:7]1=[O:15].